This data is from Full USPTO retrosynthesis dataset with 1.9M reactions from patents (1976-2016). The task is: Predict the reactants needed to synthesize the given product. (1) Given the product [F:20][B-:19]([F:23])([F:22])[F:21].[C:12]([PH+:4]([C:12]([CH3:15])([CH3:14])[CH3:13])[C:5]1[CH:10]=[CH:9][CH:8]=[CH:7][CH:6]=1)([CH3:15])([CH3:14])[CH3:13], predict the reactants needed to synthesize it. The reactants are: [Br-].[Li+].Cl[P:4](Cl)[C:5]1[CH:10]=[CH:9][CH:8]=[CH:7][CH:6]=1.[C:12]([Mg]Cl)([CH3:15])([CH3:14])[CH3:13].[H+].[B-:19]([F:23])([F:22])([F:21])[F:20]. (2) Given the product [CH2:1]([O:3][C:4](=[O:19])[C:5]1[CH:10]=[C:9]([O:11][C:12]([F:13])([F:14])[F:15])[C:8]([CH:16]=[O:17])=[C:7]([Br:46])[C:6]=1[NH2:18])[CH3:2], predict the reactants needed to synthesize it. The reactants are: [CH2:1]([O:3][C:4](=[O:19])[C:5]1[CH:10]=[C:9]([O:11][C:12]([F:15])([F:14])[F:13])[C:8]([CH:16]=[O:17])=[CH:7][C:6]=1[NH2:18])[CH3:2].C(OC(=O)C1C=C(C(F)(F)F)C(C=O)=C(Cl)C=1N)C.C1C(=O)N([Br:46])C(=O)C1. (3) Given the product [CH3:29][C:27]1[NH:26][N:25]=[C:24]([NH:23][C:13]2[N:12]=[C:11]([O:1][C:2]3[CH:9]=[CH:8][C:5]([C:6]#[N:7])=[CH:4][CH:3]=3)[C:20]3[C:15]([CH:14]=2)=[CH:16][CH:17]=[C:18]([O:21][CH3:22])[CH:19]=3)[CH:28]=1, predict the reactants needed to synthesize it. The reactants are: [OH:1][C:2]1[CH:9]=[CH:8][C:5]([C:6]#[N:7])=[CH:4][CH:3]=1.Cl[C:11]1[C:20]2[C:15](=[CH:16][CH:17]=[C:18]([O:21][CH3:22])[CH:19]=2)[CH:14]=[C:13]([NH:23][C:24]2[CH:28]=[C:27]([CH3:29])[NH:26][N:25]=2)[N:12]=1. (4) Given the product [Cl:2][C:3]1[CH:4]=[C:5]2[C:9](=[CH:10][CH:11]=1)[NH:8][CH:7]=[C:6]2[CH2:12][CH2:13][NH:14][C:27](=[O:28])[C:26]1[CH:30]=[CH:31][CH:32]=[C:24]([NH:23][C:19]2[CH:20]=[CH:21][CH:22]=[C:17]([C:16]([F:15])([F:33])[F:34])[CH:18]=2)[CH:25]=1, predict the reactants needed to synthesize it. The reactants are: Cl.[Cl:2][C:3]1[CH:4]=[C:5]2[C:9](=[CH:10][CH:11]=1)[NH:8][CH:7]=[C:6]2[CH2:12][CH2:13][NH2:14].[F:15][C:16]([F:34])([F:33])[C:17]1[CH:18]=[C:19]([NH:23][C:24]2[CH:25]=[C:26]([CH:30]=[CH:31][CH:32]=2)[C:27](O)=[O:28])[CH:20]=[CH:21][CH:22]=1.CN(C(ON1N=NC2C=CC=NC1=2)=[N+](C)C)C.F[P-](F)(F)(F)(F)F.C(N(CC)C(C)C)(C)C. (5) The reactants are: [Br:1]Br.[NH2:3][C:4]1[C:12]([OH:13])=[C:11]([CH3:14])[CH:10]=[CH:9][C:5]=1[C:6]([OH:8])=[O:7]. Given the product [NH2:3][C:4]1[C:12]([OH:13])=[C:11]([CH3:14])[C:10]([Br:1])=[CH:9][C:5]=1[C:6]([OH:8])=[O:7], predict the reactants needed to synthesize it. (6) Given the product [O:29]1[C:23]2[CH:22]=[CH:21][C:20]([C:18]3[CH:19]=[C:14]4[NH:13][C:12]([NH:11][C:9](=[O:10])[O:8][CH2:7][C:1]5[CH:2]=[CH:3][CH:4]=[CH:5][CH:6]=5)=[N:38][C:15]4=[N:16][CH:17]=3)=[CH:37][C:24]=2[CH2:25][NH:26][CH2:27][CH2:28]1, predict the reactants needed to synthesize it. The reactants are: [C:1]1([CH2:7][O:8][C:9]([NH:11][C:12]2[NH:13][C:14]3[C:15]([N:38]=2)=[N:16][CH:17]=[C:18]([C:20]2[CH:21]=[CH:22][C:23]4[O:29][CH2:28][CH2:27][N:26](C(OC(C)(C)C)=O)[CH2:25][C:24]=4[CH:37]=2)[CH:19]=3)=[O:10])[CH:6]=[CH:5][CH:4]=[CH:3][CH:2]=1.FC(F)(F)C(O)=O.